From a dataset of M1 muscarinic receptor agonist screen with 61,833 compounds. Binary Classification. Given a drug SMILES string, predict its activity (active/inactive) in a high-throughput screening assay against a specified biological target. (1) The drug is O1N=C(CC1C(=O)N1CCCc2c1cccc2)c1cc(OC)c(OC)c(OC)c1. The result is 0 (inactive). (2) The molecule is O=C(N1CCc2c1cccc2)c1n(c2nc3n(c(=O)c2c1)cccc3)C. The result is 0 (inactive). (3) The compound is s1c(C(=O)N2CCCCC2)c(n(c1=S)c1ccccc1)N. The result is 0 (inactive). (4) The molecule is o1c2c(cc(C(=O)Nc3n(nc(c3)C)c3nc(cc(n3)C)C)c1=O)cccc2. The result is 0 (inactive).